From a dataset of Full USPTO retrosynthesis dataset with 1.9M reactions from patents (1976-2016). Predict the reactants needed to synthesize the given product. (1) Given the product [CH2:1]([O:8][CH2:9][C:10]1([C:20]#[C:21][C:22]([C:24]2[CH:29]=[CH:28][C:27]([CH3:30])=[CH:26][CH:25]=2)=[O:23])[CH2:11][CH2:12][C:13]2([O:14][CH2:15][CH2:16][O:17]2)[CH2:18][CH2:19]1)[C:2]1[CH:3]=[CH:4][CH:5]=[CH:6][CH:7]=1, predict the reactants needed to synthesize it. The reactants are: [CH2:1]([O:8][CH2:9][C:10]1([C:20]#[C:21][CH:22]([C:24]2[CH:29]=[CH:28][C:27]([CH3:30])=[CH:26][CH:25]=2)[OH:23])[CH2:19][CH2:18][C:13]2([O:17][CH2:16][CH2:15][O:14]2)[CH2:12][CH2:11]1)[C:2]1[CH:7]=[CH:6][CH:5]=[CH:4][CH:3]=1. (2) Given the product [Cl:6][C:7]1[CH:23]=[C:22]([Cl:24])[CH:21]=[CH:20][C:8]=1[CH2:9][NH:10][C:11](=[O:19])[C:12]1[CH:17]=[CH:16][C:15]([O:3][CH2:1][CH3:2])=[N:14][CH:13]=1, predict the reactants needed to synthesize it. The reactants are: [CH2:1]([OH:3])[CH3:2].[H-].[Na+].[Cl:6][C:7]1[CH:23]=[C:22]([Cl:24])[CH:21]=[CH:20][C:8]=1[CH2:9][NH:10][C:11](=[O:19])[C:12]1[CH:17]=[CH:16][C:15](F)=[N:14][CH:13]=1. (3) Given the product [C:12]([C:3]1[CH:4]=[CH:5][C:6]([O:11][CH2:16][C:17]2[CH:18]=[CH:19][C:20]([CH:23]([O:32][CH:33]3[CH2:38][CH2:37][CH2:36][CH2:35][O:34]3)[C:24]3[CH:25]=[C:26]([CH:29]=[CH:30][CH:31]=3)[C:27]#[N:28])=[CH:21][CH:22]=2)=[C:7]([CH2:8][CH2:9][CH3:10])[C:2]=1[OH:1])(=[O:14])[CH3:13], predict the reactants needed to synthesize it. The reactants are: [OH:1][C:2]1[C:7]([CH2:8][CH2:9][CH3:10])=[C:6]([OH:11])[CH:5]=[CH:4][C:3]=1[C:12](=[O:14])[CH3:13].O[CH2:16][C:17]1[CH:22]=[CH:21][C:20]([CH:23]([O:32][CH:33]2[CH2:38][CH2:37][CH2:36][CH2:35][O:34]2)[C:24]2[CH:25]=[C:26]([CH:29]=[CH:30][CH:31]=2)[C:27]#[N:28])=[CH:19][CH:18]=1.N(C(N1CCCCC1)=O)=NC(N1CCCCC1)=O.C(P(CCCC)CCCC)CCC. (4) Given the product [OH:25][CH2:23][C:24]1[N:10]([CH2:11][CH2:12][CH:13]([CH3:15])[CH3:14])[C:9]2[CH:8]=[CH:7][C:4]([C:5]#[N:6])=[CH:3][C:2]=2[N:1]=1, predict the reactants needed to synthesize it. The reactants are: [NH2:1][C:2]1[CH:3]=[C:4]([CH:7]=[CH:8][C:9]=1[NH:10][CH2:11][CH2:12][CH:13]([CH3:15])[CH3:14])[C:5]#[N:6].C(N(CC)CC)C.[C:23](OCC(Cl)=O)(=[O:25])[CH3:24]. (5) Given the product [NH2:32][C:11]1[N:12]=[C:13]([C:14]2[C:22]3[C:17](=[CH:18][CH:19]=[CH:20][CH:21]=3)[NH:16][CH:15]=2)[C:8]2[CH:7]=[C:6]([C:4]([OH:5])=[O:3])[S:33][C:9]=2[N:10]=1, predict the reactants needed to synthesize it. The reactants are: C([O:3][C:4]([C:6]1[S:33][C:9]2[N:10]=[C:11]([NH2:32])[N:12]=[C:13]([C:14]3[C:22]4[C:17](=[CH:18][CH:19]=[CH:20][CH:21]=4)[N:16](S(C4C=CC=CC=4)(=O)=O)[CH:15]=3)[C:8]=2[CH:7]=1)=[O:5])C.[OH-].[K+].O. (6) Given the product [Cl:1][C:2]1[CH:10]=[C:9]2[C:5]([C:6]([I:11])=[N:7][NH:8]2)=[CH:4][CH:3]=1, predict the reactants needed to synthesize it. The reactants are: [Cl:1][C:2]1[CH:10]=[C:9]2[C:5]([CH:6]=[N:7][NH:8]2)=[CH:4][CH:3]=1.[I:11]I. (7) Given the product [CH2:1]([O:3][C:4]([CH:6]1[CH2:11][CH2:10][N:9]=[C:8]([O:12][CH3:18])[CH2:7]1)=[O:5])[CH3:2], predict the reactants needed to synthesize it. The reactants are: [CH2:1]([O:3][C:4]([CH:6]1[CH2:11][CH2:10][NH:9][C:8](=[O:12])[CH2:7]1)=[O:5])[CH3:2].F[B-](F)(F)F.[CH3:18][O+](C)C.C(=O)(O)[O-].[Na+]. (8) Given the product [CH2:2]([O:3][C:4]([C:6]1[NH:7][C:8]2[C:13]([CH:14]=1)=[CH:12][C:11]([C:15]([N:47]1[CH2:48][CH2:49][CH:44]([N:43]([CH3:50])[CH3:42])[CH2:45][CH2:46]1)=[O:17])=[CH:10][CH:9]=2)=[O:5])[CH3:1], predict the reactants needed to synthesize it. The reactants are: [CH3:1][CH2:2][O:3][C:4]([C:6]1[NH:7][C:8]2[C:13]([CH:14]=1)=[CH:12][C:11]([C:15]([OH:17])=O)=[CH:10][CH:9]=2)=[O:5].F[B-](F)(F)F.N1(OC(N(C)C)=[N+](C)C)C2C=CC=CC=2N=N1.Cl.Cl.[CH3:42][N:43]([CH3:50])[CH:44]1[CH2:49][CH2:48][NH:47][CH2:46][CH2:45]1.C(N(CC)C(C)C)(C)C. (9) The reactants are: [CH3:1][N:2]1[CH2:15][CH2:14][C:13]2[C:12]3[CH:11]=[C:10]([CH3:16])[CH:9]=[CH:8][C:7]=3[NH:6][C:5]=2[CH2:4][CH2:3]1.N1CCC[C@H]1C(O)=O.[O-]P([O-])([O-])=O.[K+].[K+].[K+].Br[CH:34]=[C:35]([C:37]1[CH:42]=[CH:41][C:40]([Cl:43])=[C:39]([Cl:44])[CH:38]=1)[CH3:36]. Given the product [Cl:44][C:39]1[CH:38]=[C:37](/[C:35](/[CH3:36])=[CH:34]/[N:6]2[C:7]3[CH:8]=[CH:9][C:10]([CH3:16])=[CH:11][C:12]=3[C:13]3[CH2:14][CH2:15][N:2]([CH3:1])[CH2:3][CH2:4][C:5]2=3)[CH:42]=[CH:41][C:40]=1[Cl:43], predict the reactants needed to synthesize it. (10) Given the product [NH2:16][C:12](=[O:14])[CH2:11][NH:10][C:8]([C:3]1[C:2]([OH:1])=[N:7][CH:6]=[CH:5][N:4]=1)=[O:9], predict the reactants needed to synthesize it. The reactants are: [OH:1][C:2]1[C:3]([C:8]([NH:10][CH2:11][C:12]([O:14]C)=O)=[O:9])=[N:4][CH:5]=[CH:6][N:7]=1.[NH3:16].Cl.